From a dataset of Forward reaction prediction with 1.9M reactions from USPTO patents (1976-2016). Predict the product of the given reaction. Given the reactants [C:1]([O:5][C:6]([N:8]1[CH2:12][CH2:11][C@:10]([NH:15][C:16](=[O:22])[O:17][C:18]([CH3:21])([CH3:20])[CH3:19])([CH:13]=O)[CH2:9]1)=[O:7])([CH3:4])([CH3:3])[CH3:2].[CH3:23][C:24]1[O:28][N:27]=[C:26]([NH2:29])[CH:25]=1.C(O[BH-](OC(=O)C)OC(=O)C)(=O)C.[Na+].FC(F)(F)C(O)=O, predict the reaction product. The product is: [C:1]([O:5][C:6]([N:8]1[CH2:12][CH2:11][C@:10]([NH:15][C:16](=[O:22])[O:17][C:18]([CH3:21])([CH3:20])[CH3:19])([CH2:13][NH:29][C:26]2[CH:25]=[C:24]([CH3:23])[O:28][N:27]=2)[CH2:9]1)=[O:7])([CH3:4])([CH3:3])[CH3:2].